Task: Predict the reactants needed to synthesize the given product.. Dataset: Retrosynthesis with 50K atom-mapped reactions and 10 reaction types from USPTO Given the product CC(C)(C)OC(=O)N1CCC(c2nccc(-c3cc(C(F)(F)F)cc(C(F)(F)F)c3)n2)CC1, predict the reactants needed to synthesize it. The reactants are: CC(C)(C)OC(=O)N1CC=C(c2nccc(-c3cc(C(F)(F)F)cc(C(F)(F)F)c3)n2)CC1.